Task: Predict the reactants needed to synthesize the given product.. Dataset: Full USPTO retrosynthesis dataset with 1.9M reactions from patents (1976-2016) (1) Given the product [C:12]([NH:11][S:8]([C:3]1[CH:4]=[CH:5][CH:6]=[CH:7][C:2]=1[B:21]1[O:25][C:24]([CH3:27])([CH3:26])[C:23]([CH3:29])([CH3:28])[O:22]1)(=[O:10])=[O:9])([CH3:15])([CH3:14])[CH3:13], predict the reactants needed to synthesize it. The reactants are: Br[C:2]1[CH:7]=[CH:6][CH:5]=[CH:4][C:3]=1[S:8]([NH:11][C:12]([CH3:15])([CH3:14])[CH3:13])(=[O:10])=[O:9].C([O-])(=O)C.[K+].[B:21]1([B:21]2[O:25][C:24]([CH3:27])([CH3:26])[C:23]([CH3:29])([CH3:28])[O:22]2)[O:25][C:24]([CH3:27])([CH3:26])[C:23]([CH3:29])([CH3:28])[O:22]1.CN(C=O)C. (2) Given the product [CH3:24][CH:22]([C:21]1[C:2]2[C:12](=[C:11]([N+:25]([O-:27])=[O:26])[CH:10]=[C:4]([C:5]([O:7][CH3:8])=[O:6])[CH:3]=2)[NH:13][CH:20]=1)[CH3:23], predict the reactants needed to synthesize it. The reactants are: Br[C:2]1[CH:3]=[C:4]([CH:10]=[C:11]([N+:25]([O-:27])=[O:26])[C:12]=1[N:13]([CH2:20][CH:21]=[C:22]([CH3:24])[CH3:23])C(=O)C(F)(F)F)[C:5]([O:7][CH2:8]C)=[O:6].C(O[Na])=O.C([O-])([O-])=O.[Na+].[Na+].